Dataset: Catalyst prediction with 721,799 reactions and 888 catalyst types from USPTO. Task: Predict which catalyst facilitates the given reaction. Reactant: [CH3:1][N:2]1[CH2:7][CH2:6][N:5]([C:8]2[CH:20]=[CH:19][C:11]([C:12]([O:14][C:15]([CH3:18])([CH3:17])[CH3:16])=[O:13])=[C:10]([NH:21][CH:22]3[CH2:27][CH2:26][N:25]([CH3:28])[CH2:24][CH2:23]3)[CH:9]=2)[CH2:4][CH2:3]1.C(N(CC)CC)C.[F:36][C:37]([F:48])([F:47])[C:38](O[C:38](=[O:39])[C:37]([F:48])([F:47])[F:36])=[O:39]. Product: [CH3:1][N:2]1[CH2:3][CH2:4][N:5]([C:8]2[CH:20]=[CH:19][C:11]([C:12]([O:14][C:15]([CH3:18])([CH3:17])[CH3:16])=[O:13])=[C:10]([N:21]([CH:22]3[CH2:27][CH2:26][N:25]([CH3:28])[CH2:24][CH2:23]3)[C:38](=[O:39])[C:37]([F:48])([F:47])[F:36])[CH:9]=2)[CH2:6][CH2:7]1. The catalyst class is: 4.